This data is from TCR-epitope binding with 47,182 pairs between 192 epitopes and 23,139 TCRs. The task is: Binary Classification. Given a T-cell receptor sequence (or CDR3 region) and an epitope sequence, predict whether binding occurs between them. The epitope is LLWNGPMAV. The TCR CDR3 sequence is CASSLTPGQNYGYTF. Result: 1 (the TCR binds to the epitope).